From a dataset of Catalyst prediction with 721,799 reactions and 888 catalyst types from USPTO. Predict which catalyst facilitates the given reaction. (1) Reactant: [CH3:1][O:2][C:3]1[CH:4]=[C:5]([S:11][CH2:12][C@H:13]2[C@:23]3([CH3:24])[C@@H:21]([O:22]3)[CH2:20][C@@H:19]3[C@:14]2([CH3:27])[CH2:15][CH2:16][CH2:17][C:18]3([CH3:26])[CH3:25])[CH:6]=[C:7]([O:9][CH3:10])[CH:8]=1.[N-:28]=[N+:29]=[N-:30].[Na+].[Cl-].[NH4+]. Product: [N:28]([C@@H:21]1[CH2:20][C@@H:19]2[C@:14]([CH3:27])([CH2:15][CH2:16][CH2:17][C:18]2([CH3:26])[CH3:25])[C@@H:13]([CH2:12][S:11][C:5]2[CH:4]=[C:3]([O:2][CH3:1])[CH:8]=[C:7]([O:9][CH3:10])[CH:6]=2)[C@@:23]1([CH3:24])[OH:22])=[N+:29]=[N-:30]. The catalyst class is: 31. (2) Reactant: C(N(CC)CC)C.[O:8]=[C:9]1[N:15]([CH:16]2[CH2:21][CH2:20][N:19]([C:22]([O:24][C@@H:25]([C:39](O)=[O:40])[CH2:26][C:27]3[CH:32]=[C:31]([C:33]([F:36])([F:35])[F:34])[C:30]([NH2:37])=[C:29]([Cl:38])[CH:28]=3)=[O:23])[CH2:18][CH2:17]2)[CH2:14][CH2:13][C:12]2[CH:42]=[CH:43][CH:44]=[CH:45][C:11]=2[NH:10]1.[CH2:46]([O:48][C:49](=[O:64])[CH2:50][N:51]1[CH2:56][CH2:55][N:54]([C:57]2([CH3:63])[CH2:62][CH2:61][NH:60][CH2:59][CH2:58]2)[CH2:53][CH2:52]1)[CH3:47].CN(C(ON1N=NC2C=CC=CC1=2)=[N+](C)C)C.[B-](F)(F)(F)F. The catalyst class is: 3. Product: [O:8]=[C:9]1[N:15]([CH:16]2[CH2:17][CH2:18][N:19]([C:22]([O:24][C@H:25]([CH2:26][C:27]3[CH:32]=[C:31]([C:33]([F:35])([F:34])[F:36])[C:30]([NH2:37])=[C:29]([Cl:38])[CH:28]=3)[C:39]([N:60]3[CH2:61][CH2:62][C:57]([N:54]4[CH2:53][CH2:52][N:51]([CH2:50][C:49]([O:48][CH2:46][CH3:47])=[O:64])[CH2:56][CH2:55]4)([CH3:63])[CH2:58][CH2:59]3)=[O:40])=[O:23])[CH2:20][CH2:21]2)[CH2:14][CH2:13][C:12]2[CH:42]=[CH:43][CH:44]=[CH:45][C:11]=2[NH:10]1. (3) Reactant: [CH2:1]1[CH:5]2[CH:6]3[CH:10]=[CH:9][CH:8]([CH:4]2[CH:3]=C1)[CH2:7]3.[C:11](N)(N)=[O:12].OO.C1(=O)OC(=[O:21])C2=CC=CC=C12. Product: [CH2:7]1[CH:6]2[CH:10]3[O:21][CH:9]3[CH:8]1[CH:4]1[CH:5]2[CH:1]2[O:12][CH:11]2[CH2:3]1. The catalyst class is: 48. (4) Reactant: [NH2:1][C:2]1[CH:7]=[C:6]([C:8]#[N:9])[CH:5]=[CH:4][C:3]=1[CH2:10][C:11]([O:13][CH3:14])=[O:12].Cl.[N:16]1[CH:21]=[CH:20][CH:19]=[CH:18][C:17]=1[C:22](Cl)=[O:23].O.C(=O)([O-])[O-].[K+].[K+]. Product: [C:8]([C:6]1[CH:5]=[CH:4][C:3]([CH2:10][C:11]([O:13][CH3:14])=[O:12])=[C:2]([NH:1][C:22]([C:17]2[CH:18]=[CH:19][CH:20]=[CH:21][N:16]=2)=[O:23])[CH:7]=1)#[N:9]. The catalyst class is: 468. (5) Reactant: [Br:1][C:2]1[C:14]2[C:13]3[CH:12]=[CH:11][C:10]([C:15]4[C:16]([Cl:29])=[C:17]([NH:22][S:23]([CH2:26][CH2:27][CH3:28])(=[O:25])=[O:24])[CH:18]=[CH:19][C:20]=4[F:21])=[CH:9][C:8]=3[CH:7]=[N:6][C:5]=2[NH:4][N:3]=1.C(N(CC)CC)C.[C:37](O[C:37]([O:39][C:40]([CH3:43])([CH3:42])[CH3:41])=[O:38])([O:39][C:40]([CH3:43])([CH3:42])[CH3:41])=[O:38]. Product: [Br:1][C:2]1[C:14]2[C:13]3[CH:12]=[CH:11][C:10]([C:15]4[C:20]([F:21])=[CH:19][CH:18]=[C:17]([NH:22][S:23]([CH2:26][CH2:27][CH3:28])(=[O:25])=[O:24])[C:16]=4[Cl:29])=[CH:9][C:8]=3[CH:7]=[N:6][C:5]=2[N:4]([C:37]([O:39][C:40]([CH3:43])([CH3:42])[CH3:41])=[O:38])[N:3]=1. The catalyst class is: 64. (6) Reactant: [CH3:1][CH:2]([CH3:37])[CH2:3][CH:4]([C:21]1[CH:26]=[CH:25][C:24]([C:27]2[CH:32]=[CH:31][C:30]([C:33]([F:36])([F:35])[F:34])=[CH:29][CH:28]=2)=[CH:23][CH:22]=1)[O:5][C:6]1[CH:20]=[CH:19][C:9]([C:10]([NH:12][CH2:13][CH2:14][C:15]([O:17]C)=[O:16])=[O:11])=[CH:8][N:7]=1. Product: [CH3:1][CH:2]([CH3:37])[CH2:3][CH:4]([C:21]1[CH:26]=[CH:25][C:24]([C:27]2[CH:28]=[CH:29][C:30]([C:33]([F:36])([F:34])[F:35])=[CH:31][CH:32]=2)=[CH:23][CH:22]=1)[O:5][C:6]1[CH:20]=[CH:19][C:9]([C:10]([NH:12][CH2:13][CH2:14][C:15]([OH:17])=[O:16])=[O:11])=[CH:8][N:7]=1. The catalyst class is: 30. (7) Reactant: [CH2:1]([O:8][C:9]([N:11]1[CH2:15][C:14]([F:17])([F:16])[CH2:13][C@H:12]1[C:18]1N(C)C(=O)C(O)=C(C(NCC2C=CC(F)=CC=2)=O)[N:23]=1)=[O:10])[C:2]1[CH:7]=[CH:6][CH:5]=[CH:4][CH:3]=1.FC(F)(F)C(O)=O. Product: [CH2:1]([O:8][C:9]([N:11]1[CH2:15][C:14]([F:17])([F:16])[CH2:13][C@H:12]1[C:18]#[N:23])=[O:10])[C:2]1[CH:7]=[CH:6][CH:5]=[CH:4][CH:3]=1. The catalyst class is: 19. (8) Reactant: [O:1]=[C:2]1[N:8]([CH:9]2[CH2:14][CH2:13][N:12]([C:15]([O:17][C@@H:18]([C:29](O)=[O:30])[CH2:19][C:20]3[CH:25]=[C:24]([CH3:26])[C:23]([OH:27])=[C:22]([CH3:28])[CH:21]=3)=[O:16])[CH2:11][CH2:10]2)[CH2:7][CH2:6][C:5]2[CH:32]=[CH:33][CH:34]=[CH:35][C:4]=2[NH:3]1.CN(C(ON1N=NC2C=CC=CC1=2)=[N+](C)C)C.[B-](F)(F)(F)F.C(N(CC)CC)C.[N:65]1([C:71]2[CH:81]=[CH:80][C:74]([C:75]([O:77][CH2:78][CH3:79])=[O:76])=[CH:73][CH:72]=2)[CH2:70][CH2:69][NH:68][CH2:67][CH2:66]1. Product: [O:1]=[C:2]1[N:8]([CH:9]2[CH2:10][CH2:11][N:12]([C:15]([O:17][C@H:18]([CH2:19][C:20]3[CH:21]=[C:22]([CH3:28])[C:23]([OH:27])=[C:24]([CH3:26])[CH:25]=3)[C:29]([N:68]3[CH2:67][CH2:66][N:65]([C:71]4[CH:72]=[CH:73][C:74]([C:75]([O:77][CH2:78][CH3:79])=[O:76])=[CH:80][CH:81]=4)[CH2:70][CH2:69]3)=[O:30])=[O:16])[CH2:13][CH2:14]2)[CH2:7][CH2:6][C:5]2[CH:32]=[CH:33][CH:34]=[CH:35][C:4]=2[NH:3]1. The catalyst class is: 3. (9) Reactant: CON(C)[C:4]([C@@H:6]1[CH2:11][CH2:10][C@H:9]([CH2:12][NH:13][C:14](=[O:20])[O:15][C:16]([CH3:19])([CH3:18])[CH3:17])[CH2:8][CH2:7]1)=[O:5].[CH2:22]([Mg]Br)[CH2:23][C:24]1[CH:29]=[CH:28][CH:27]=[CH:26][CH:25]=1. Product: [C:24]1([CH2:23][CH2:22][C:4]([C@@H:6]2[CH2:7][CH2:8][C@H:9]([CH2:12][NH:13][C:14](=[O:20])[O:15][C:16]([CH3:17])([CH3:18])[CH3:19])[CH2:10][CH2:11]2)=[O:5])[CH:29]=[CH:28][CH:27]=[CH:26][CH:25]=1. The catalyst class is: 7.